Dataset: Full USPTO retrosynthesis dataset with 1.9M reactions from patents (1976-2016). Task: Predict the reactants needed to synthesize the given product. (1) Given the product [Cl:30][C:11]1[C:12]2[O:16][CH:15]([CH2:17][NH:18][C:19](=[O:28])/[CH:20]=[CH:21]/[C:22]3[N:23]=[N:24][CH:25]=[CH:26][CH:27]=3)[CH2:14][C:13]=2[CH:29]=[C:9]([C:7]2[S:8][C:4]([CH:1]([OH:3])[CH3:2])=[CH:5][CH:6]=2)[CH:10]=1, predict the reactants needed to synthesize it. The reactants are: [C:1]([C:4]1[S:8][C:7]([C:9]2[CH:10]=[C:11]([Cl:30])[C:12]3[O:16][CH:15]([CH2:17][NH:18][C:19](=[O:28])/[CH:20]=[CH:21]/[C:22]4[N:23]=[N:24][CH:25]=[CH:26][CH:27]=4)[CH2:14][C:13]=3[CH:29]=2)=[CH:6][CH:5]=1)(=[O:3])[CH3:2].[BH4-].[Na+]. (2) Given the product [NH2:10][CH2:11][CH2:12][CH2:13][CH2:14][NH:15][C:2]1[N:7]=[CH:6][C:5]([C:8]#[N:9])=[CH:4][CH:3]=1, predict the reactants needed to synthesize it. The reactants are: Cl[C:2]1[N:7]=[CH:6][C:5]([C:8]#[N:9])=[CH:4][CH:3]=1.[NH2:10][CH2:11][CH2:12][CH2:13][CH2:14][NH2:15]. (3) Given the product [F:45][C:42]1[CH:41]=[CH:40][C:39]([C:16]2[O:17][C:18]3[CH:23]=[C:22]([N:24]([CH3:29])[S:25]([CH3:28])(=[O:27])=[O:26])[C:21]([C:30]4[CH:38]=[CH:37][CH:36]=[C:32]([C:33](=[O:35])[NH:55][C:52]([C:46]5[CH:51]=[CH:50][CH:49]=[CH:48][CH:47]=5)([CH3:54])[CH3:53])[CH:31]=4)=[CH:20][C:19]=3[C:15]=2[C:13]([O:12][CH2:10][CH3:11])=[O:14])=[CH:44][CH:43]=1, predict the reactants needed to synthesize it. The reactants are: CCN(C(C)C)C(C)C.[CH2:10]([O:12][C:13]([C:15]1[C:19]2[CH:20]=[C:21]([C:30]3[CH:31]=[C:32]([CH:36]=[CH:37][CH:38]=3)[C:33]([OH:35])=O)[C:22]([N:24]([CH3:29])[S:25]([CH3:28])(=[O:27])=[O:26])=[CH:23][C:18]=2[O:17][C:16]=1[C:39]1[CH:44]=[CH:43][C:42]([F:45])=[CH:41][CH:40]=1)=[O:14])[CH3:11].[C:46]1([C:52]([NH2:55])([CH3:54])[CH3:53])[CH:51]=[CH:50][CH:49]=[CH:48][CH:47]=1.CN(C(ON1N=NC2C=CC=NC1=2)=[N+](C)C)C.F[P-](F)(F)(F)(F)F.